Dataset: Peptide-MHC class II binding affinity with 134,281 pairs from IEDB. Task: Regression. Given a peptide amino acid sequence and an MHC pseudo amino acid sequence, predict their binding affinity value. This is MHC class II binding data. (1) The peptide sequence is QGVYMGNLSQSQLAK. The MHC is DRB3_0101 with pseudo-sequence DRB3_0101. The binding affinity (normalized) is 0. (2) The peptide sequence is RGKVVLIDFWAYPCI. The MHC is DRB1_1101 with pseudo-sequence DRB1_1101. The binding affinity (normalized) is 0.121.